From a dataset of Forward reaction prediction with 1.9M reactions from USPTO patents (1976-2016). Predict the product of the given reaction. (1) Given the reactants Br[C:2]1[CH:10]=[CH:9][CH:8]=[C:7]2[C:3]=1[C:4]([C:15]([N:17]1[CH2:22][CH2:21][CH:20]([C:23]3[CH:24]=[C:25]([CH:34]=[CH:35][C:36]=3[F:37])[CH2:26][NH:27][C:28](=[O:33])[C:29]([F:32])([F:31])[F:30])[CH2:19][CH2:18]1)=[O:16])=[CH:5][N:6]2[CH2:11][CH2:12][O:13][CH3:14].[N:38]1[CH:43]=[CH:42][C:41](B(O)O)=[CH:40][CH:39]=1.[F-].[Cs+], predict the reaction product. The product is: [F:30][C:29]([F:32])([F:31])[C:28]([NH:27][CH2:26][C:25]1[CH:34]=[CH:35][C:36]([F:37])=[C:23]([CH:20]2[CH2:21][CH2:22][N:17]([C:15]([C:4]3[C:3]4[C:7](=[CH:8][CH:9]=[CH:10][C:2]=4[C:41]4[CH:42]=[CH:43][N:38]=[CH:39][CH:40]=4)[N:6]([CH2:11][CH2:12][O:13][CH3:14])[CH:5]=3)=[O:16])[CH2:18][CH2:19]2)[CH:24]=1)=[O:33]. (2) Given the reactants Br[C:2]1[CH:7]=[CH:6][CH:5]=[CH:4][C:3]=1[C:8]([F:11])([F:10])[F:9].C(=O)=O.[Li]CCCC.[C:20]1(=[O:25])[CH2:24][CH2:23][CH2:22][CH2:21]1, predict the reaction product. The product is: [F:9][C:8]([F:11])([F:10])[C:3]1[CH:4]=[CH:5][CH:6]=[CH:7][C:2]=1[C:20]1([OH:25])[CH2:24][CH2:23][CH2:22][CH2:21]1. (3) Given the reactants [CH3:1][C:2]1[CH:6]=[C:5]([CH3:7])[N:4]([CH2:8][C:9]([OH:11])=O)[N:3]=1.[N:12]1C=CC=CC=1.[Cl:18][C:19]1[CH:20]=[C:21]([CH:39]=[CH:40][CH:41]=1)[C:22]([NH:24][C:25]1[CH:30]=[C:29]([Cl:31])[CH:28]=C[C:26]=1[N:32]1[CH2:38][CH2:37][CH2:36][NH:35][CH2:34][CH2:33]1)=[O:23], predict the reaction product. The product is: [Cl:18][C:19]1[CH:20]=[C:21]([CH:39]=[CH:40][CH:41]=1)[C:22]([NH:24][C:25]1[C:26]([N:32]2[CH2:38][CH2:37][CH2:36][N:35]([C:9](=[O:11])[CH2:8][N:4]3[C:5]([CH3:7])=[CH:6][C:2]([CH3:1])=[N:3]3)[CH2:34][CH2:33]2)=[N:12][CH:28]=[C:29]([Cl:31])[CH:30]=1)=[O:23]. (4) Given the reactants [Cr](Cl)([O-])(=O)=O.[NH+]1C=CC=CC=1.[Cl:12][C:13]1[CH:44]=[CH:43][C:16]([CH2:17][N:18]2[C:26]3[C:21](=[CH:22][C:23]([CH2:27][OH:28])=[CH:24][CH:25]=3)[C:20]([C:29](=[O:41])[C:30]([NH:32][C:33]3[CH:38]=[CH:37][N:36]=[C:35]([O:39][CH3:40])[CH:34]=3)=[O:31])=[C:19]2[CH3:42])=[CH:15][CH:14]=1, predict the reaction product. The product is: [Cl:12][C:13]1[CH:14]=[CH:15][C:16]([CH2:17][N:18]2[C:26]3[C:21](=[CH:22][C:23]([CH:27]=[O:28])=[CH:24][CH:25]=3)[C:20]([C:29](=[O:41])[C:30]([NH:32][C:33]3[CH:38]=[CH:37][N:36]=[C:35]([O:39][CH3:40])[CH:34]=3)=[O:31])=[C:19]2[CH3:42])=[CH:43][CH:44]=1. (5) The product is: [Cl:11][C:9]1[CH:10]=[C:5]2[NH:4][CH2:3][CH2:2][N:6]2[C:7](=[O:14])[N:8]=1. Given the reactants Br[CH2:2][CH2:3][NH:4][C:5]1[CH:10]=[C:9]([Cl:11])[N:8]=[C:7](Cl)[N:6]=1.C([O-])([O-])=[O:14].[K+].[K+], predict the reaction product. (6) Given the reactants [S-:1][C:2]#[N:3].[NH4+].[C:5](Cl)(=[O:12])[C:6]1[CH:11]=[CH:10][CH:9]=[CH:8][CH:7]=1.[CH3:14][O:15][C:16]1[CH:21]=[CH:20][C:19]([CH:22]2[CH2:27][CH2:26][O:25][CH2:24][CH2:23]2)=[CH:18][C:17]=1[NH2:28], predict the reaction product. The product is: [C:5]([NH:3][C:2]([NH:28][C:17]1[CH:18]=[C:19]([CH:22]2[CH2:27][CH2:26][O:25][CH2:24][CH2:23]2)[CH:20]=[CH:21][C:16]=1[O:15][CH3:14])=[S:1])(=[O:12])[C:6]1[CH:11]=[CH:10][CH:9]=[CH:8][CH:7]=1. (7) Given the reactants [Cl:1][C:2]1[CH:7]=[CH:6][C:5]([F:8])=[C:4]([Cl:9])[CH:3]=1.[Cl-].[Al+3].[Cl-].[Cl-].[C:14](OC(=O)C)(=[O:16])[CH3:15], predict the reaction product. The product is: [CH3:15][C:14]([C:7]1[C:2]([Cl:1])=[CH:3][C:4]([Cl:9])=[C:5]([F:8])[CH:6]=1)=[O:16]. (8) Given the reactants [S:1]1[CH:5]=[CH:4][N:3]=[CH:2]1.C([Li])CCC.[C:11]1(=[O:15])[CH2:14][CH2:13][CH2:12]1.[CH2:16]([Sn:20](Cl)([CH2:25][CH2:26][CH2:27][CH3:28])[CH2:21][CH2:22][CH2:23][CH3:24])[CH2:17][CH2:18][CH3:19], predict the reaction product. The product is: [CH2:25]([Sn:20]([CH2:16][CH2:17][CH2:18][CH3:19])([CH2:21][CH2:22][CH2:23][CH3:24])[C:5]1[S:1][C:2]([C:11]2([OH:15])[CH2:14][CH2:13][CH2:12]2)=[N:3][CH:4]=1)[CH2:26][CH2:27][CH3:28]. (9) Given the reactants C1(P(C2C=CC=CC=2)C2C3OC4C(=CC=CC=4P(C4C=CC=CC=4)C4C=CC=CC=4)C(C)(C)C=3C=CC=2)C=CC=CC=1.C1(OC)C=CC=CC=1.[NH2:51][C:52]1[C:57]([Br:58])=[CH:56][C:55]([CH3:59])=[CH:54][N:53]=1.I[C:61]1[CH:68]=[CH:67][C:64]([CH:65]=[O:66])=[CH:63][CH:62]=1.C(=O)([O-])[O-].[Cs+].[Cs+], predict the reaction product. The product is: [Br:58][C:57]1[C:52]([NH:51][C:61]2[CH:68]=[CH:67][C:64]([CH:65]=[O:66])=[CH:63][CH:62]=2)=[N:53][CH:54]=[C:55]([CH3:59])[CH:56]=1.